Dataset: Catalyst prediction with 721,799 reactions and 888 catalyst types from USPTO. Task: Predict which catalyst facilitates the given reaction. (1) Reactant: [H-].[Na+].[C:3]([O:7][C:8]([N:10]([CH3:28])[CH2:11][CH2:12][C:13]1[CH:14]=[C:15]([CH:19](C(OC)=O)[C:20]([O:22][CH3:23])=[O:21])[CH:16]=[CH:17][CH:18]=1)=[O:9])([CH3:6])([CH3:5])[CH3:4]. Product: [C:3]([O:7][C:8]([N:10]([CH3:28])[CH2:11][CH2:12][C:13]1[CH:14]=[C:15]([CH2:19][C:20]([O:22][CH3:23])=[O:21])[CH:16]=[CH:17][CH:18]=1)=[O:9])([CH3:5])([CH3:4])[CH3:6]. The catalyst class is: 83. (2) Product: [C@@H:11]1([N:34]2[C:43](=[O:44])[C:42]3[NH:41][CH:40]=[N:39][C:38]=3[NH:37][C:35]2=[O:36])[O:12][C@H:13]([CH2:24][OH:25])[C@@H:14]([OH:15])[C@H:10]1[OH:9]. Reactant: C([O:9][C@@H:10]1[C@H:14]([O:15]C(=O)C2C=CC=CC=2)[C@@H:13]([CH2:24][O:25]C(=O)C2C=CC=CC=2)[O:12][C@H:11]1[N:34]1[C:43](=[O:44])[C:42]2[NH:41][CH:40]=[N:39][C:38]=2[NH:37][C:35]1=[O:36])(=O)C1C=CC=CC=1. The catalyst class is: 328. (3) Reactant: CCN=C=NCCCN(C)C.Cl.C1C=CC2N(O)N=NC=2C=1.O.[CH3:24][O:25][C:26]([C:28]1[CH:29]=[C:30]([CH:34]=[C:35]([C:37]2[O:38][CH:39]=[CH:40][N:41]=2)[CH:36]=1)[C:31]([OH:33])=O)=[O:27].CCN(C(C)C)C(C)C.[CH3:51][C:52]1[N:53]=[C:54]([C@H:57]2[CH2:61][CH2:60][CH2:59][NH:58]2)[S:55][CH:56]=1. Product: [CH3:51][C:52]1[N:53]=[C:54]([C@H:57]2[CH2:61][CH2:60][CH2:59][N:58]2[C:31]([C:30]2[CH:29]=[C:28]([CH:36]=[C:35]([C:37]3[O:38][CH:39]=[CH:40][N:41]=3)[CH:34]=2)[C:26]([O:25][CH3:24])=[O:27])=[O:33])[S:55][CH:56]=1. The catalyst class is: 2. (4) Reactant: [C:1]([O:6][CH:7]([O:9][C:10]([O:12][CH:13]1[CH2:18][C:17](=[O:19])[NH:16][C:14]1=[O:15])=[O:11])[CH3:8])(=[O:5])[CH:2]([CH3:4])[CH3:3].ON1C(=O)CCC1=O.C(=O)(SC(C)(C)C)OC(OC(=O)C(C)C)C.[Cl:44][C:45]1[CH:50]=[CH:49][CH:48]=[C:47]([C:51]([O:53]O)=[O:52])[CH:46]=1. Product: [C:1]([O:6][CH:7]([O:9][C:10]([O:12][CH:13]1[CH2:18][C:17](=[O:19])[NH:16][C:14]1=[O:15])=[O:11])[CH3:8])(=[O:5])[CH:2]([CH3:4])[CH3:3].[Cl:44][C:45]1[CH:46]=[C:47]([CH:48]=[CH:49][CH:50]=1)[C:51]([OH:53])=[O:52]. The catalyst class is: 158. (5) The catalyst class is: 39. Product: [NH2:1][C:2]([C@@H:4]1[CH2:8][CH2:7][C@H:6]([C:9]2[CH:14]=[CH:13][C:12]([O:15][C:24]3[CH:31]=[CH:30][CH:29]=[CH:28][C:25]=3[C:26]#[N:27])=[CH:11][CH:10]=2)[N:5]1[C:16]([O:18][C:19]([CH3:22])([CH3:21])[CH3:20])=[O:17])=[O:3]. Reactant: [NH2:1][C:2]([C@@H:4]1[CH2:8][CH2:7][C@H:6]([C:9]2[CH:14]=[CH:13][C:12]([OH:15])=[CH:11][CH:10]=2)[N:5]1[C:16]([O:18][C:19]([CH3:22])([CH3:21])[CH3:20])=[O:17])=[O:3].F[C:24]1[CH:31]=[CH:30][CH:29]=[CH:28][C:25]=1[C:26]#[N:27].C([O-])([O-])=O.[K+].[K+].O. (6) Reactant: [C:1]([C@@H:3]([NH:19][C:20]([C@@H:22]1[CH2:27][CH2:26][CH2:25][CH2:24][N:23]1C(OC(C)(C)C)=O)=[O:21])[CH2:4][C:5]1[CH:10]=[CH:9][C:8]([C:11]2[CH:12]=[N:13][C:14]([C:17]#[N:18])=[CH:15][CH:16]=2)=[CH:7][CH:6]=1)#[N:2]. Product: [C:1]([C@@H:3]([NH:19][C:20]([C@@H:22]1[CH2:27][CH2:26][CH2:25][CH2:24][NH:23]1)=[O:21])[CH2:4][C:5]1[CH:10]=[CH:9][C:8]([C:11]2[CH:12]=[N:13][C:14]([C:17]#[N:18])=[CH:15][CH:16]=2)=[CH:7][CH:6]=1)#[N:2]. The catalyst class is: 106. (7) Reactant: [H-].[Na+].N1[C:7]2=N[CH:9]=[CH:10][CH:11]=[C:6]2[CH:5]=[CH:4]1.BrCC#N.[C:16]([O:19][CH2:20]C)(=[O:18])[CH3:17].[O:22]1CCCC1. Product: [CH3:20][O:19][C:16](=[O:18])[CH2:17][O:22][CH2:7][C:6]1[CH:11]=[CH:10][CH:9]=[CH:4][CH:5]=1. The catalyst class is: 81.